From a dataset of Reaction yield outcomes from USPTO patents with 853,638 reactions. Predict the reaction yield, written as a fraction of the theoretical maximum amount of product (1.0 means a 100% yield; for example, 0.34 means a 34% yield). (1) The reactants are [CH3:1][C:2]([S:16][S:17][C:18]1[CH:23]=CC([N+]([O-])=O)=CN=1)([CH3:15])[CH2:3][CH2:4][C:5]([O:7][N:8]1[C:12](=[O:13])[CH2:11][CH2:10][C:9]1=[O:14])=[O:6].SCC[P:30]([CH2:53][CH2:54][O:55][C:56]1[C:57]([O:72][CH3:73])=[CH:58][C:59]2[C:65](=[O:66])[N:64]3[CH2:67][C:68](=[CH2:70])[CH2:69][C@H:63]3[CH:62]=[N:61][C:60]=2[CH:71]=1)([CH2:32][CH2:33][O:34][C:35]1[C:36]([O:51][CH3:52])=[CH:37][C:38]2[C:44](=[O:45])[N:43]3[CH2:46][C:47](=[CH2:49])[CH2:48][C@H:42]3[CH2:41][NH:40][C:39]=2[CH:50]=1)=[O:31]. The catalyst is CC(N(C)C)=O. The product is [CH3:73][O:72][C:57]1[C:56]([O:55][CH2:54][CH2:53][P:30]([CH2:23][CH2:18][S:17][S:16][C:2]([CH3:1])([CH3:15])[CH2:3][CH2:4][C:5]([O:7][N:8]2[C:9](=[O:14])[CH2:10][CH2:11][C:12]2=[O:13])=[O:6])([CH2:32][CH2:33][O:34][C:35]2[C:36]([O:51][CH3:52])=[CH:37][C:38]3[C:44](=[O:45])[N:43]4[CH2:46][C:47](=[CH2:49])[CH2:48][C@H:42]4[CH:41]=[N:40][C:39]=3[CH:50]=2)=[O:31])=[CH:71][C:60]2[NH:61][CH2:62][C@@H:63]3[CH2:69][C:68](=[CH2:70])[CH2:67][N:64]3[C:65](=[O:66])[C:59]=2[CH:58]=1. The yield is 0.730. (2) The reactants are CO[C:3](=O)[CH2:4][NH:5][C:6](=[O:37])[C:7]1[CH:12]=[C:11]([Cl:13])[C:10]([O:14][C:15]2[CH:20]=[CH:19][N:18]=[CH:17][C:16]=2[C:21]([N:23]2[C:32]3[C:27](=[CH:28][CH:29]=[CH:30][CH:31]=3)[N:26]([CH:33]3[CH2:35][CH2:34]3)[CH2:25][CH2:24]2)=[O:22])=[CH:9][C:8]=1[Cl:36].NCC1[NH:45][N:44]=[N:43][N:42]=1. No catalyst specified. The product is [Cl:36][C:8]1[CH:9]=[C:10]([O:14][C:15]2[CH:20]=[CH:19][N:18]=[CH:17][C:16]=2[C:21]([N:23]2[C:32]3[C:27](=[CH:28][CH:29]=[CH:30][CH:31]=3)[N:26]([CH:33]3[CH2:35][CH2:34]3)[CH2:25][CH2:24]2)=[O:22])[C:11]([Cl:13])=[CH:12][C:7]=1[C:6]([NH:5][CH2:4][C:3]1[NH:45][N:44]=[N:43][N:42]=1)=[O:37]. The yield is 0.580. (3) The reactants are [S:1]([O:8]S(C(F)(F)F)(=O)=O)([C:4]([F:7])([F:6])[F:5])(=[O:3])=[O:2].[N+:16]([C:19]1[CH:24]=[C:23]([C:25]([CH3:28])([CH3:27])[CH3:26])[CH:22]=[CH:21][C:20]=1O)([O-:18])=[O:17].N1C=CC=CC=1.C([O-])(O)=O.[Na+]. The catalyst is C(Cl)Cl. The product is [C:25]([C:23]1[CH:22]=[CH:21][C:20]([O:8][S:1]([C:4]([F:7])([F:6])[F:5])(=[O:3])=[O:2])=[C:19]([N+:16]([O-:18])=[O:17])[CH:24]=1)([CH3:28])([CH3:26])[CH3:27]. The yield is 0.870. (4) The reactants are [Cl:1][C:2]1[N:7]=[CH:6][C:5]([C:8]2[C:9](=[O:22])[NH:10][C:11](=[O:21])[N:12]([CH2:14][CH2:15][CH:16](OC)[O:17]C)[CH:13]=2)=[CH:4][CH:3]=1. The catalyst is C1COCC1. The product is [Cl:1][C:2]1[N:7]=[CH:6][C:5]([C:8]2[C:9](=[O:22])[NH:10][C:11](=[O:21])[N:12]([CH2:14][CH2:15][CH:16]=[O:17])[CH:13]=2)=[CH:4][CH:3]=1. The yield is 1.00. (5) The reactants are [CH2:1]([C:3]1[CH:8]=[CH:7][C:6]([OH:9])=[CH:5][CH:4]=1)[CH3:2].S(Cl)([Cl:13])(=O)=O. The catalyst is C(Cl)(Cl)(Cl)Cl.C(Cl)(Cl)Cl. The product is [Cl:13][C:5]1[CH:4]=[C:3]([CH2:1][CH3:2])[CH:8]=[CH:7][C:6]=1[OH:9]. The yield is 0.770. (6) The reactants are [NH:1]1[CH:5]=[CH:4][C:3]([C:6]([OH:8])=O)=[N:2]1.C(Cl)CCl.C1[CH:14]=[CH:15][C:16]2N(O)N=[N:19][C:17]=2C=1.C(N(C(C)C)C(C)C)C.[CH2:32](N)[CH2:33][CH2:34][CH3:35]. The catalyst is CN(C=O)C. The product is [CH2:32]([N:19]([CH2:17][CH2:16][CH2:15][CH3:14])[C:6]([C:3]1[CH:4]=[CH:5][NH:1][N:2]=1)=[O:8])[CH2:33][CH2:34][CH3:35]. The yield is 0.760.